Dataset: Reaction yield outcomes from USPTO patents with 853,638 reactions. Task: Predict the reaction yield, written as a fraction of the theoretical maximum amount of product (1.0 means a 100% yield; for example, 0.34 means a 34% yield). (1) The reactants are C([O:3][C:4]([C:6]1[C:14]2[CH2:13][CH2:12][N:11]([C:15]3[CH:20]=[CH:19][C:18]([C:21]4([N:24]([C:26]([O:28][C:29]([CH3:32])([CH3:31])[CH3:30])=[O:27])[CH3:25])[CH2:23][CH2:22]4)=[CH:17][CH:16]=3)[C:10](=[O:33])[C:9]=2[N:8]([C:34]2[CH:39]=[CH:38][C:37]([O:40][CH3:41])=[CH:36][CH:35]=2)[N:7]=1)=O)C.[OH-].[Na+]. The catalyst is CCO. The product is [C:29]([O:28][C:26](=[O:27])[N:24]([C:21]1([C:18]2[CH:17]=[CH:16][C:15]([N:11]3[CH2:12][CH2:13][C:14]4[C:6]([CH:4]=[O:3])=[N:7][N:8]([C:34]5[CH:35]=[CH:36][C:37]([O:40][CH3:41])=[CH:38][CH:39]=5)[C:9]=4[C:10]3=[O:33])=[CH:20][CH:19]=2)[CH2:22][CH2:23]1)[CH3:25])([CH3:32])([CH3:30])[CH3:31]. The yield is 0.990. (2) The reactants are [CH3:1][O:2][C:3]([C:5]1([C:8]2[CH:13]=[C:12](I)[C:11]([O:15][CH2:16][C:17]([CH3:19])=[CH2:18])=[C:10](I)[CH:9]=2)[CH2:7][CH2:6]1)=[O:4].CCCC[SnH](CCCC)CCCC.CC(N=NC(C#N)(C)C)(C#N)C. The catalyst is C1(C)C=CC=CC=1. The product is [CH3:1][O:2][C:3]([C:5]1([C:8]2[CH:13]=[CH:12][C:11]3[O:15][CH2:16][C:17]([CH3:19])([CH3:18])[C:10]=3[CH:9]=2)[CH2:7][CH2:6]1)=[O:4]. The yield is 0.620. (3) The reactants are C([O:3][C:4](=O)[C:5]([F:17])([F:16])[C:6]1[CH:7]=[C:8]2[C:13](=[CH:14][CH:15]=1)[N:12]=[CH:11][CH:10]=[CH:9]2)C.[NH2:19][NH2:20].O. The catalyst is CO. The product is [F:16][C:5]([F:17])([C:6]1[CH:7]=[C:8]2[C:13](=[CH:14][CH:15]=1)[N:12]=[CH:11][CH:10]=[CH:9]2)[C:4]([NH:19][NH2:20])=[O:3]. The yield is 0.510. (4) The product is [OH:10][C:5]1[CH:6]=[CH:7][C:8]([C:11]2([C:8]3[CH:7]=[CH:6][C:5]([OH:10])=[C:4]([CH:1]([CH3:3])[CH3:2])[CH:9]=3)[C:12]3[C:13](=[CH:17][CH:18]=[CH:19][CH:20]=3)[C:14](=[O:15])[O:16]2)=[CH:9][C:4]=1[CH:1]([CH3:3])[CH3:2]. The yield is 0.960. The catalyst is [Cl-].[Zn+2].[Cl-]. The reactants are [CH:1]([C:4]1[CH:9]=[CH:8][CH:7]=[CH:6][C:5]=1[OH:10])([CH3:3])[CH3:2].[C:11]1(=O)[O:16][C:14](=[O:15])[C:13]2=[CH:17][CH:18]=[CH:19][CH:20]=[C:12]12. (5) The product is [OH:2][C:3]1[CH:4]=[C:5]2[C:10](=[CH:11][CH:12]=1)[C@@H:9]([CH2:13][CH2:14][Br:15])[NH:8][CH2:7][CH2:6]2.[F:16][C:17]([F:22])([F:21])[C:18]([NH2:20])=[O:19]. The catalyst is ClCCl. The reactants are C[O:2][C:3]1[CH:4]=[C:5]2[C:10](=[CH:11][CH:12]=1)[C@@H:9]([CH2:13][CH2:14][Br:15])[NH:8][CH2:7][CH2:6]2.[F:16][C:17]([F:22])([F:21])[C:18]([NH2:20])=[O:19].B(Br)(Br)Br.C(=O)([O-])O.[Na+]. The yield is 0.750. (6) The product is [CH3:10][N:1]1[C:9]2[C:4](=[CH:5][CH:6]=[CH:7][CH:8]=2)[CH:3]=[CH:2]1. The reactants are [NH:1]1[C:9]2[C:4](=[CH:5][CH:6]=[CH:7][CH:8]=2)[CH:3]=[CH:2]1.[C:10](OC)(=O)C(OC)=O.CC(C)([O-])C.[K+]. The yield is 0.470. The catalyst is CN(C=O)C.O.